Regression. Given a peptide amino acid sequence and an MHC pseudo amino acid sequence, predict their binding affinity value. This is MHC class I binding data. From a dataset of Peptide-MHC class I binding affinity with 185,985 pairs from IEDB/IMGT. (1) The peptide sequence is WILTHTLYR. The MHC is HLA-A29:02 with pseudo-sequence HLA-A29:02. The binding affinity (normalized) is 0.490. (2) The peptide sequence is LLLIALWNL. The MHC is HLA-B40:02 with pseudo-sequence HLA-B40:02. The binding affinity (normalized) is 0. (3) The MHC is HLA-A26:02 with pseudo-sequence HLA-A26:02. The peptide sequence is RRYDKLMSF. The binding affinity (normalized) is 0.0847. (4) The peptide sequence is HPVLVTATL. The MHC is HLA-A11:01 with pseudo-sequence HLA-A11:01. The binding affinity (normalized) is 0.213. (5) The peptide sequence is MPNQAQMRI. The MHC is HLA-B53:01 with pseudo-sequence HLA-B53:01. The binding affinity (normalized) is 0.723. (6) The peptide sequence is GLLLLLLLLG. The MHC is HLA-A02:03 with pseudo-sequence HLA-A02:03. The binding affinity (normalized) is 0.464. (7) The peptide sequence is CFKEASFSK. The MHC is HLA-A11:01 with pseudo-sequence HLA-A11:01. The binding affinity (normalized) is 0.333.